From a dataset of NCI-60 drug combinations with 297,098 pairs across 59 cell lines. Regression. Given two drug SMILES strings and cell line genomic features, predict the synergy score measuring deviation from expected non-interaction effect. (1) Cell line: OVCAR-4. Drug 2: CC1=C(C=C(C=C1)C(=O)NC2=CC(=CC(=C2)C(F)(F)F)N3C=C(N=C3)C)NC4=NC=CC(=N4)C5=CN=CC=C5. Synergy scores: CSS=36.3, Synergy_ZIP=0.290, Synergy_Bliss=5.63, Synergy_Loewe=-28.0, Synergy_HSA=4.30. Drug 1: CC1=C2C(C(=O)C3(C(CC4C(C3C(C(C2(C)C)(CC1OC(=O)C(C(C5=CC=CC=C5)NC(=O)OC(C)(C)C)O)O)OC(=O)C6=CC=CC=C6)(CO4)OC(=O)C)OC)C)OC. (2) Drug 2: C1=NC2=C(N1)C(=S)N=CN2. Synergy scores: CSS=-3.97, Synergy_ZIP=-13.5, Synergy_Bliss=-29.2, Synergy_Loewe=-77.5, Synergy_HSA=-31.5. Drug 1: CN(C)C1=NC(=NC(=N1)N(C)C)N(C)C. Cell line: 786-0. (3) Drug 1: CC1=C(C(CCC1)(C)C)C=CC(=CC=CC(=CC(=O)O)C)C. Drug 2: B(C(CC(C)C)NC(=O)C(CC1=CC=CC=C1)NC(=O)C2=NC=CN=C2)(O)O. Cell line: T-47D. Synergy scores: CSS=59.2, Synergy_ZIP=-1.67, Synergy_Bliss=-0.395, Synergy_Loewe=-16.7, Synergy_HSA=0.853. (4) Drug 1: COC1=CC(=CC(=C1O)OC)C2C3C(COC3=O)C(C4=CC5=C(C=C24)OCO5)OC6C(C(C7C(O6)COC(O7)C8=CC=CS8)O)O. Drug 2: CS(=O)(=O)OCCCCOS(=O)(=O)C. Cell line: NCIH23. Synergy scores: CSS=62.1, Synergy_ZIP=2.47, Synergy_Bliss=5.06, Synergy_Loewe=-26.2, Synergy_HSA=6.80.